Predict which catalyst facilitates the given reaction. From a dataset of Catalyst prediction with 721,799 reactions and 888 catalyst types from USPTO. (1) Reactant: C(=O)([O-])[O-].[K+].[K+].[OH:7][C:8]1[CH:15]=[CH:14][C:11]([CH:12]=[O:13])=[CH:10][CH:9]=1.Br[CH2:17][CH2:18][CH2:19][CH2:20][CH2:21][CH2:22][CH2:23][CH3:24].O. Product: [CH2:24]([O:7][C:8]1[CH:15]=[CH:14][C:11]([CH:12]=[O:13])=[CH:10][CH:9]=1)[CH2:23][CH2:22][CH2:21][CH2:20][CH2:19][CH2:18][CH2:17][CH2:15][CH2:8][CH2:9][CH3:10]. The catalyst class is: 3. (2) Reactant: [F:1][CH:2]([F:33])[C:3]1[N:7]([C:8]2[N:13]=[C:12]([N:14]3[CH2:19][CH2:18][O:17][CH2:16][CH2:15]3)[N:11]=[C:10]([N:20]3[CH2:25][CH2:24][CH2:23][C@H:22]([NH2:26])[CH2:21]3)[N:9]=2)[C:6]2[CH:27]=[CH:28][CH:29]=[C:30]([O:31][CH3:32])[C:5]=2[N:4]=1.[Cl:34][CH2:35][S:36](Cl)(=[O:38])=[O:37].C([O-])([O-])=O.[K+].[K+]. Product: [Cl:34][CH2:35][S:36]([NH:26][C@H:22]1[CH2:23][CH2:24][CH2:25][N:20]([C:10]2[N:9]=[C:8]([N:7]3[C:6]4[CH:27]=[CH:28][CH:29]=[C:30]([O:31][CH3:32])[C:5]=4[N:4]=[C:3]3[CH:2]([F:1])[F:33])[N:13]=[C:12]([N:14]3[CH2:15][CH2:16][O:17][CH2:18][CH2:19]3)[N:11]=2)[CH2:21]1)(=[O:38])=[O:37]. The catalyst class is: 2. (3) Reactant: [Si:1]([O:8][CH:9]([CH:15]1[CH2:24][CH2:23][C:22]2[C:17](=[CH:18][CH:19]=[C:20]([O:25][C:26]3[CH:31]=[CH:30][CH:29]=[CH:28][CH:27]=3)[CH:21]=2)[CH2:16]1)[C:10]1[O:11][CH:12]=[CH:13][N:14]=1)([C:4]([CH3:7])([CH3:6])[CH3:5])([CH3:3])[CH3:2].[Li]CCCC.N#C[C:39](=[O:42])[O:40][CH3:41]. Product: [Si:1]([O:8][CH:9]([CH:15]1[CH2:24][CH2:23][C:22]2[C:17](=[CH:18][CH:19]=[C:20]([O:25][C:26]3[CH:31]=[CH:30][CH:29]=[CH:28][CH:27]=3)[CH:21]=2)[CH2:16]1)[C:10]1[O:11][C:12]([C:39]([O:40][CH3:41])=[O:42])=[CH:13][N:14]=1)([C:4]([CH3:7])([CH3:5])[CH3:6])([CH3:3])[CH3:2]. The catalyst class is: 49. (4) Reactant: [Cl:1][C:2]1[C:7]([C:8]([OH:10])=O)=[CH:6][CH:5]=[C:4]([CH3:11])[N:3]=1.CCN(C(C)C)C(C)C.CN(C(ON1N=NC2C=CC=CC1=2)=[N+](C)C)C.[B-](F)(F)(F)F.[NH2:43][CH2:44][CH:45]([OH:48])[CH2:46][CH3:47]. Product: [Cl:1][C:2]1[C:7]([C:8]([NH:43][CH2:44][CH:45]([OH:48])[CH2:46][CH3:47])=[O:10])=[CH:6][CH:5]=[C:4]([CH3:11])[N:3]=1. The catalyst class is: 3. (5) Reactant: [CH2:1]([NH2:6])[CH2:2][CH:3]([CH3:5])[CH3:4].[CH2:7]1[CH2:13][S:10](=[O:12])(=[O:11])[O:9][CH2:8]1.CC(C)=O. The catalyst class is: 131. Product: [CH2:1]([NH:6][CH2:8][CH2:7][CH2:13][S:10]([OH:12])(=[O:11])=[O:9])[CH2:2][CH:3]([CH3:5])[CH3:4]. (6) Reactant: C(OC([N:8]1[CH2:13][CH2:12][CH:11]([S:14]([C:17]2[CH:22]=[CH:21][C:20]([NH:23][C:24]3[N:29]=[CH:28][C:27]([NH:30][C:31](=[O:52])[C:32]4[CH:37]=[C:36]([NH:38][C:39](=[O:50])[C:40]5[CH:45]=[CH:44][CH:43]=[C:42]([C:46]([F:49])([F:48])[F:47])[CH:41]=5)[CH:35]=[CH:34][C:33]=4[Cl:51])=[CH:26][N:25]=3)=[CH:19][CH:18]=2)(=[O:16])=[O:15])[CH2:10][CH2:9]1)=O)(C)(C)C.[C:53]([OH:59])([C:55]([F:58])([F:57])[F:56])=[O:54]. Product: [Cl:51][C:33]1[CH:34]=[CH:35][C:36]([NH:38][C:39](=[O:50])[C:40]2[CH:45]=[CH:44][CH:43]=[C:42]([C:46]([F:47])([F:48])[F:49])[CH:41]=2)=[CH:37][C:32]=1[C:31]([NH:30][C:27]1[CH:26]=[N:25][C:24]([NH:23][C:20]2[CH:21]=[CH:22][C:17]([S:14]([CH:11]3[CH2:10][CH2:9][NH:8][CH2:13][CH2:12]3)(=[O:16])=[O:15])=[CH:18][CH:19]=2)=[N:29][CH:28]=1)=[O:52].[C:53]([OH:59])([C:55]([F:58])([F:57])[F:56])=[O:54]. The catalyst class is: 2. (7) Reactant: Br[C:2]1[CH:3]=[C:4]2[C:8](=[CH:9][CH:10]=1)[C:7](=[O:11])[CH2:6][CH2:5]2.[B:12]1([B:12]2[O:16][C:15]([CH3:18])([CH3:17])[C:14]([CH3:20])([CH3:19])[O:13]2)[O:16][C:15]([CH3:18])([CH3:17])[C:14]([CH3:20])([CH3:19])[O:13]1.C([O-])(=O)C.[K+]. Product: [CH3:19][C:14]1([CH3:20])[C:15]([CH3:18])([CH3:17])[O:16][B:12]([C:2]2[CH:3]=[C:4]3[C:8](=[CH:9][CH:10]=2)[C:7](=[O:11])[CH2:6][CH2:5]3)[O:13]1. The catalyst class is: 260. (8) Reactant: [Cl:1][C:2]1[CH:7]=[CH:6][C:5](B2OC(C)(C)C(C)(C)O2)=[CH:4][N:3]=1.[O-]P([O-])([O-])=O.[K+].[K+].[K+].C(Cl)Cl.[CH3:28][O:29][C:30]([CH:32]1[CH2:37][CH2:36][CH:35]([C:38]2[CH:43]=[C:42]([N:44]([CH2:53][O:54][CH2:55][CH2:56][Si:57]([CH3:60])([CH3:59])[CH3:58])[CH2:45][O:46][CH2:47][CH2:48][Si:49]([CH3:52])([CH3:51])[CH3:50])[N:41]3[N:61]=[CH:62][C:63](I)=[C:40]3[N:39]=2)[CH2:34][CH2:33]1)=[O:31]. Product: [CH3:51][Si:49]([CH3:50])([CH3:52])[CH2:48][CH2:47][O:46][CH2:45][N:44]([CH2:53][O:54][CH2:55][CH2:56][Si:57]([CH3:60])([CH3:59])[CH3:58])[C:42]1[N:41]2[N:61]=[CH:62][C:63]([C:5]3[CH:4]=[N:3][C:2]([Cl:1])=[CH:7][CH:6]=3)=[C:40]2[N:39]=[C:38]([CH:35]2[CH2:36][CH2:37][CH:32]([C:30]([O:29][CH3:28])=[O:31])[CH2:33][CH2:34]2)[CH:43]=1. The catalyst class is: 75. (9) Reactant: [Br:1][C:2]1[C:15](=[O:16])[N:14]([CH:17]([CH3:19])[CH3:18])[C:5]2[N:6]=[C:7](S(C)=O)[N:8]=[C:9]([CH3:10])[C:4]=2[CH:3]=1.[CH3:20][NH2:21]. The catalyst class is: 12. Product: [Br:1][C:2]1[C:15](=[O:16])[N:14]([CH:17]([CH3:19])[CH3:18])[C:5]2[N:6]=[C:7]([NH:21][CH3:20])[N:8]=[C:9]([CH3:10])[C:4]=2[CH:3]=1.